This data is from Full USPTO retrosynthesis dataset with 1.9M reactions from patents (1976-2016). The task is: Predict the reactants needed to synthesize the given product. (1) Given the product [Cl:7][C:8]1[N:9]([CH2:16][CH2:17][C@@H:18]([OH:31])[CH2:19][O:20][C:51]2[CH:50]=[CH:49][C:48]([N:45]3[CH2:46][CH2:47][CH:42]([CH2:41][C:40]4[CH:39]=[CH:38][C:37]([S:36][C:33]([F:32])([F:34])[F:35])=[CH:56][CH:55]=4)[CH2:43][CH2:44]3)=[CH:53][CH:52]=2)[CH:10]=[C:11]([N+:13]([O-:15])=[O:14])[N:12]=1, predict the reactants needed to synthesize it. The reactants are: CC(C)([O-])C.[Na+].[Cl:7][C:8]1[N:9]([CH2:16][CH2:17][C@@H:18]([OH:31])[CH2:19][O:20]S(C2C=CC(C)=CC=2)(=O)=O)[CH:10]=[C:11]([N+:13]([O-:15])=[O:14])[N:12]=1.[F:32][C:33]([S:36][C:37]1[CH:56]=[CH:55][C:40]([CH2:41][CH:42]2[CH2:47][CH2:46][N:45]([C:48]3[CH:53]=[CH:52][C:51](O)=[CH:50][CH:49]=3)[CH2:44][CH2:43]2)=[CH:39][CH:38]=1)([F:35])[F:34].P([O-])([O-])([O-])=O.[K+].[K+].[K+]. (2) The reactants are: [NH2:1][C:2]1[N:7]=[C:6](OS(C(F)(F)F)(=O)=O)[C:5]([CH3:16])=[C:4]([C:17]2[O:18][CH:19]=[CH:20][CH:21]=2)[N:3]=1.[ClH:22].Cl.NCC1C=CC2C(=CC=CC=2)N=1. Given the product [Cl:22][C:6]1[C:5]([CH3:16])=[C:4]([C:17]2[O:18][CH:19]=[CH:20][CH:21]=2)[N:3]=[C:2]([NH2:1])[N:7]=1, predict the reactants needed to synthesize it. (3) Given the product [Br:20][CH2:19][C:6]1[CH:5]=[C:4]2[C:9]([C:10]([C:12]3[CH:13]=[CH:14][C:15]([F:18])=[CH:16][CH:17]=3)=[CH:11][C:2]([Cl:1])=[N:3]2)=[CH:8][CH:7]=1, predict the reactants needed to synthesize it. The reactants are: [Cl:1][C:2]1[CH:11]=[C:10]([C:12]2[CH:17]=[CH:16][C:15]([F:18])=[CH:14][CH:13]=2)[C:9]2[C:4](=[CH:5][C:6]([CH3:19])=[CH:7][CH:8]=2)[N:3]=1.[Br:20]N1C(=O)CCC1=O.CC(N=NC(C#N)(C)C)(C#N)C. (4) The reactants are: Cl.[N:2]1([CH2:7][C:8]([OH:10])=O)[CH:6]=[N:5][CH:4]=[N:3]1.[NH2:11][C@@H:12]([CH2:30][O:31][CH2:32][C:33]1[CH:38]=[CH:37][CH:36]=[CH:35][CH:34]=1)[C:13]([NH:15][C:16]1[CH:21]=[CH:20][C:19]([S:22][C:23]2[CH:28]=[CH:27][C:26]([F:29])=[CH:25][CH:24]=2)=[CH:18][CH:17]=1)=[O:14]. Given the product [N:2]1([CH2:7][C:8]([NH:11][C@@H:12]([CH2:30][O:31][CH2:32][C:33]2[CH:34]=[CH:35][CH:36]=[CH:37][CH:38]=2)[C:13]([NH:15][C:16]2[CH:17]=[CH:18][C:19]([S:22][C:23]3[CH:28]=[CH:27][C:26]([F:29])=[CH:25][CH:24]=3)=[CH:20][CH:21]=2)=[O:14])=[O:10])[CH:6]=[N:5][CH:4]=[N:3]1, predict the reactants needed to synthesize it. (5) The reactants are: [Cl:1][C:2]1[N:3]=[C:4](N)[C:5]2[CH:11]=[C:10]([O:12][C:13]3[CH:18]=[CH:17][C:16]([F:19])=[CH:15][C:14]=3[F:20])[N:9]=[CH:8][C:6]=2[N:7]=1.C(ON=O)(C)(C)C. Given the product [Cl:1][C:2]1[N:3]=[CH:4][C:5]2[CH:11]=[C:10]([O:12][C:13]3[CH:18]=[CH:17][C:16]([F:19])=[CH:15][C:14]=3[F:20])[N:9]=[CH:8][C:6]=2[N:7]=1, predict the reactants needed to synthesize it. (6) Given the product [Cl:1][C:2]1[CH:3]=[C:4]([CH:5]=[C:6]([C:8]2[CH:13]=[CH:12][CH:11]=[CH:10][N:9]=2)[CH:7]=1)[CH:14]=[O:15], predict the reactants needed to synthesize it. The reactants are: [Cl:1][C:2]1[CH:3]=[C:4]([CH2:14][OH:15])[CH:5]=[C:6]([C:8]2[CH:13]=[CH:12][CH:11]=[CH:10][N:9]=2)[CH:7]=1.